From a dataset of Full USPTO retrosynthesis dataset with 1.9M reactions from patents (1976-2016). Predict the reactants needed to synthesize the given product. (1) Given the product [C:43]([CH2:42][N+:21]1[CH:22]=[CH:23][CH:24]=[CH:25][C:20]=1[S:19][C:16]1[N:17]=[CH:18][N:13]2[CH:12]=[C:11]([C:8]3[C@H:9]([CH3:10])[C@@H:5]4[C@@H:4]([C@H:2]([OH:1])[CH3:3])[C:39](=[O:40])[N:6]4[C:7]=3[C:26]([O-:28])=[O:27])[S:15][C:14]=12)(=[O:44])[NH2:45], predict the reactants needed to synthesize it. The reactants are: [OH:1][C@@H:2]([C@H:4]1[C:39](=[O:40])[N:6]2[C:7]([C:26]([O:28]CC3C=CC([N+]([O-])=O)=CC=3)=[O:27])=[C:8]([C:11]3[S:15][C:14]4=[C:16]([S:19][C:20]5[CH:25]=[CH:24][CH:23]=[CH:22][N:21]=5)[N:17]=[CH:18][N:13]4[CH:12]=3)[C@H:9]([CH3:10])[C@H:5]12)[CH3:3].I[CH2:42][C:43]([NH2:45])=[O:44].C(OCC)(=O)C. (2) Given the product [NH:64]1[C:65](=[O:68])[CH:66]=[N:6][C:5]([C:8]2[CH:9]=[CH:10][C:11]([C:12]([OH:14])=[O:13])=[CH:15][CH:16]=2)=[CH:4]1, predict the reactants needed to synthesize it. The reactants are: O=C1N[N:6]=[C:5]([C:8]2[CH:16]=[CH:15][C:11]([C:12]([OH:14])=[O:13])=[CH:10][CH:9]=2)[CH:4]=C1.ClC1C=C2C(=CC=1)NC(S(N1CCNCC1)(=O)=O)=C2.ClC1C=C2C(=CC=1)NC(S(N1CC[N:64]([C:65](=[O:68])[C:66]3C=CC(C4C=[CH:66][C:65](=[O:68])[NH:64]N=4)=CC=3)CC1)(=O)=O)=C2.ClCCl.